This data is from Forward reaction prediction with 1.9M reactions from USPTO patents (1976-2016). The task is: Predict the product of the given reaction. (1) Given the reactants [NH2:1][C:2]1[C:3]([C:16]([OH:18])=O)=[N:4][C:5]([CH2:8][N:9]2[C:14](=[O:15])[CH:13]=[CH:12][CH:11]=[N:10]2)=[CH:6][N:7]=1.Cl.CN(C)CCCN=C=NCC.ON1C2C=CC=CC=2N=N1.[NH2:41][C:42]1[S:43][C:44]([CH3:47])=[CH:45][N:46]=1, predict the reaction product. The product is: [NH2:1][C:2]1[C:3]([C:16]([NH:41][C:42]2[S:43][C:44]([CH3:47])=[CH:45][N:46]=2)=[O:18])=[N:4][C:5]([CH2:8][N:9]2[C:14](=[O:15])[CH:13]=[CH:12][CH:11]=[N:10]2)=[CH:6][N:7]=1. (2) Given the reactants [C:1]([C:5]1[CH:6]=[C:7]([C:12]2[CH2:17][CH2:16][CH:15]([C:18]3[CH:23]=[CH:22][C:21]([OH:24])=[CH:20][CH:19]=3)[CH2:14][CH:13]=2)[CH:8]=[CH:9][C:10]=1[OH:11])([CH3:4])([CH3:3])[CH3:2], predict the reaction product. The product is: [OH:24][C:21]1[CH:22]=[CH:23][C:18]([CH:15]2[CH2:14][CH2:13][CH:12]([C:7]3[CH:8]=[CH:9][C:10]([OH:11])=[C:5]([C:1]([CH3:4])([CH3:3])[CH3:2])[CH:6]=3)[CH2:17][CH2:16]2)=[CH:19][CH:20]=1. (3) Given the reactants [CH3:1][O:2][C:3]1[C:12]([CH3:13])=[C:11]2[C:6]([C:7]([OH:23])=[CH:8][C:9]([C:14]3[S:15][CH:16]=[C:17]([C:19]([F:22])([F:21])[F:20])[N:18]=3)=[N:10]2)=[CH:5][CH:4]=1.[CH3:24][O:25][C:26](=[O:40])[C@@H:27]1[CH2:31][C@@H:30](O)[CH2:29][N:28]1[C:33]([O:35][C:36]([CH3:39])([CH3:38])[CH3:37])=[O:34].C1(P(C2C=CC=CC=2)C2C=CC=CC=2)C=CC=CC=1.CC(OC(/N=N/C(OC(C)C)=O)=O)C, predict the reaction product. The product is: [CH3:1][O:2][C:3]1[C:12]([CH3:13])=[C:11]2[C:6]([C:7]([O:23][C@@H:30]3[CH2:29][N:28]([C:33]([O:35][C:36]([CH3:39])([CH3:38])[CH3:37])=[O:34])[C@H:27]([C:26]([O:25][CH3:24])=[O:40])[CH2:31]3)=[CH:8][C:9]([C:14]3[S:15][CH:16]=[C:17]([C:19]([F:22])([F:21])[F:20])[N:18]=3)=[N:10]2)=[CH:5][CH:4]=1. (4) Given the reactants [F:1][CH:2]([F:17])[CH:3]1[CH2:6][CH:5]([C:7]([O:9]CC2C=CC=CC=2)=[O:8])[CH2:4]1.[BH4-].[Na+].O.Cl, predict the reaction product. The product is: [F:1][CH:2]([F:17])[CH:3]1[CH2:6][CH:5]([C:7]([OH:9])=[O:8])[CH2:4]1.